From a dataset of Reaction yield outcomes from USPTO patents with 853,638 reactions. Predict the reaction yield, written as a fraction of the theoretical maximum amount of product (1.0 means a 100% yield; for example, 0.34 means a 34% yield). The reactants are [CH:1]([Mg]Br)([CH3:3])[CH3:2].[CH:6]([N:19]1[CH2:22][C:21](=[O:23])[CH2:20]1)([C:13]1[CH:18]=[CH:17][CH:16]=[CH:15][CH:14]=1)[C:7]1[CH:12]=[CH:11][CH:10]=[CH:9][CH:8]=1.C(=O)(O)[O-].[Na+]. The yield is 0.670. The product is [CH:6]([N:19]1[CH2:22][C:21]([CH:1]([CH3:3])[CH3:2])([OH:23])[CH2:20]1)([C:13]1[CH:18]=[CH:17][CH:16]=[CH:15][CH:14]=1)[C:7]1[CH:8]=[CH:9][CH:10]=[CH:11][CH:12]=1. The catalyst is O1CCCC1.